From a dataset of Retrosynthesis with 50K atom-mapped reactions and 10 reaction types from USPTO. Predict the reactants needed to synthesize the given product. (1) The reactants are: CCOC(=O)c1cnc2c(-c3cnco3)cc(C3CC3)cn12. Given the product O=C(O)c1cnc2c(-c3cnco3)cc(C3CC3)cn12, predict the reactants needed to synthesize it. (2) Given the product NC(C=C(CCF)CP(=O)(O)O)C(=O)O, predict the reactants needed to synthesize it. The reactants are: CCOC(=O)C(N)C=C(CCF)CP(=O)(O)O. (3) Given the product CC(C)(C)OC(=O)N1CCC(O)(c2ccccc2S)CC1, predict the reactants needed to synthesize it. The reactants are: CC(C)(C)OC(=O)N1CCC(O)(c2cc(F)ccc2S)CC1. (4) Given the product Cc1ccc(NS(=O)(=O)c2ccc(F)cc2)c(C(=O)O)c1, predict the reactants needed to synthesize it. The reactants are: Cc1ccc(N)c(C(=O)O)c1.O=S(=O)(Cl)c1ccc(F)cc1. (5) Given the product CCOC(=O)C(CC)(CC)NC(=O)c1ccc(Br)c(OCC2CC2)n1, predict the reactants needed to synthesize it. The reactants are: CCOC(=O)C(N)(CC)CC.O=C(O)c1ccc(Br)c(OCC2CC2)n1. (6) Given the product CCN(CC)c1c(Cl)cc(NC(=S)N(C)N)cc1Cl, predict the reactants needed to synthesize it. The reactants are: CCN(CC)c1c(Cl)cc(N=C=S)cc1Cl.CNN. (7) Given the product NCCOCCN1CCCC1, predict the reactants needed to synthesize it. The reactants are: C1CCNC1.NCCOCCO.